Task: Regression. Given two drug SMILES strings and cell line genomic features, predict the synergy score measuring deviation from expected non-interaction effect.. Dataset: NCI-60 drug combinations with 297,098 pairs across 59 cell lines (1) Drug 1: CN1C(=O)N2C=NC(=C2N=N1)C(=O)N. Drug 2: C1CNP(=O)(OC1)N(CCCl)CCCl. Cell line: TK-10. Synergy scores: CSS=0.703, Synergy_ZIP=-2.04, Synergy_Bliss=-2.74, Synergy_Loewe=-2.69, Synergy_HSA=-1.86. (2) Drug 1: C1=C(C(=O)NC(=O)N1)F. Drug 2: CC1CCC2CC(C(=CC=CC=CC(CC(C(=O)C(C(C(=CC(C(=O)CC(OC(=O)C3CCCCN3C(=O)C(=O)C1(O2)O)C(C)CC4CCC(C(C4)OC)OCCO)C)C)O)OC)C)C)C)OC. Cell line: NCI-H522. Synergy scores: CSS=26.2, Synergy_ZIP=-6.25, Synergy_Bliss=-3.44, Synergy_Loewe=-7.44, Synergy_HSA=-1.39. (3) Drug 1: C1=CC(=CC=C1CC(C(=O)O)N)N(CCCl)CCCl.Cl. Drug 2: CC(C)CN1C=NC2=C1C3=CC=CC=C3N=C2N. Cell line: UACC62. Synergy scores: CSS=6.55, Synergy_ZIP=-2.87, Synergy_Bliss=0.961, Synergy_Loewe=-2.27, Synergy_HSA=-1.15. (4) Drug 1: CC(C1=C(C=CC(=C1Cl)F)Cl)OC2=C(N=CC(=C2)C3=CN(N=C3)C4CCNCC4)N. Drug 2: C1=NC2=C(N1)C(=S)N=CN2. Cell line: SF-295. Synergy scores: CSS=24.1, Synergy_ZIP=-11.7, Synergy_Bliss=-7.25, Synergy_Loewe=-13.0, Synergy_HSA=-5.68. (5) Drug 1: C#CCC(CC1=CN=C2C(=N1)C(=NC(=N2)N)N)C3=CC=C(C=C3)C(=O)NC(CCC(=O)O)C(=O)O. Drug 2: CC12CCC3C(C1CCC2OP(=O)(O)O)CCC4=C3C=CC(=C4)OC(=O)N(CCCl)CCCl.[Na+]. Cell line: HOP-62. Synergy scores: CSS=-4.14, Synergy_ZIP=4.34, Synergy_Bliss=-1.65, Synergy_Loewe=1.12, Synergy_HSA=-9.48.